Predict which catalyst facilitates the given reaction. From a dataset of Catalyst prediction with 721,799 reactions and 888 catalyst types from USPTO. (1) Reactant: [N+:1]([C:4]1[CH:17]=[CH:16][C:7]([CH:8]=[C:9]2[S:13][C:12](=[O:14])[NH:11][C:10]2=[O:15])=[CH:6][CH:5]=1)([O-:3])=[O:2].[CH3:18]N(C)C=O.[H-].[Na+].IC. Product: [CH3:18][N:11]1[C:10](=[O:15])[C:9](=[CH:8][C:7]2[CH:16]=[CH:17][C:4]([N+:1]([O-:3])=[O:2])=[CH:5][CH:6]=2)[S:13][C:12]1=[O:14]. The catalyst class is: 6. (2) Reactant: [NH2:1][C:2]1[CH:3]=[CH:4][C:5]([F:10])=[C:6]([CH:9]=1)[C:7]#[N:8].[C:11](=O)([O-])[O-:12].[Na+].[Na+].C(Cl)(Cl)=O.C(=O)(OC)N. Product: [F:10][C:5]1[CH:4]=[CH:3][C:2]([N:1]=[C:11]=[O:12])=[CH:9][C:6]=1[C:7]#[N:8]. The catalyst class is: 2. (3) Reactant: [Cl:1][C:2]1[CH:3]=[C:4]([C:9]([C:11]2[C:16]([CH:17]([CH3:19])[CH3:18])=[C:15]([O:20]C)[N:14]=[C:13]([O:22]C)[N:12]=2)=[O:10])[CH:5]=[C:6]([Cl:8])[CH:7]=1. Product: [Cl:1][C:2]1[CH:3]=[C:4]([CH:5]=[C:6]([Cl:8])[CH:7]=1)[C:9]([C:11]1[NH:12][C:13](=[O:22])[NH:14][C:15](=[O:20])[C:16]=1[CH:17]([CH3:19])[CH3:18])=[O:10]. The catalyst class is: 33. (4) Reactant: Cl[C:2]1[N:7]=[C:6]([NH:8][CH:9]2[CH2:17][CH:16]3[N:12]([CH2:13][CH2:14][CH2:15]3)[C:11]([CH3:19])([CH3:18])[CH2:10]2)[C:5]([F:20])=[CH:4][N:3]=1.[O:21]1[CH2:25][CH2:24][C@@H:23]([O:26][C:27]2[CH:32]=[CH:31][C:30]([NH2:33])=[CH:29][C:28]=2[N:34]2[C:38](=[O:39])[N:37]([CH3:40])[N:36]=[N:35]2)[CH2:22]1. Product: [NH3:3].[CH3:22][OH:21].[O:21]1[CH2:25][CH2:24][C@@H:23]([O:26][C:27]2[CH:32]=[CH:31][C:30]([NH:33][C:2]3[N:7]=[C:6]([NH:8][CH:9]4[CH2:17][CH:16]5[N:12]([CH2:13][CH2:14][CH2:15]5)[C:11]([CH3:19])([CH3:18])[CH2:10]4)[C:5]([F:20])=[CH:4][N:3]=3)=[CH:29][C:28]=2[N:34]2[C:38](=[O:39])[N:37]([CH3:40])[N:36]=[N:35]2)[CH2:22]1. The catalyst class is: 41. (5) Reactant: [NH2:1][C:2]1[CH:7]=[CH:6][C:5]([C:8]2[CH:12]=[C:11]([C:13]([O:15][CH2:16][CH3:17])=[O:14])[O:10][N:9]=2)=[CH:4][C:3]=1[CH3:18].[F:19][C:20]1[CH:25]=[C:24]([F:26])[CH:23]=[CH:22][C:21]=1[N:27]=[C:28]=[O:29]. Product: [F:19][C:20]1[CH:25]=[C:24]([F:26])[CH:23]=[CH:22][C:21]=1[NH:27][C:28](=[O:29])[NH:1][C:2]1[CH:7]=[CH:6][C:5]([C:8]2[CH:12]=[C:11]([C:13]([O:15][CH2:16][CH3:17])=[O:14])[O:10][N:9]=2)=[CH:4][C:3]=1[CH3:18]. The catalyst class is: 7. (6) Reactant: [CH3:1][C:2]1[N:6]([C:7]2[C:15]3[O:14][CH2:13][C@@H:12]([NH:16][C:17]4[CH:29]=[CH:28][C:20]5[C@H:21]([CH2:24][C:25]([OH:27])=[O:26])[CH2:22][O:23][C:19]=5[CH:18]=4)[C:11]=3[CH:10]=[CH:9][CH:8]=2)[C:5]2[CH:30]=[CH:31][CH:32]=[CH:33][C:4]=2[N:3]=1.[OH-].[Na+:35].C(#N)C. Product: [CH3:1][C:2]1[N:6]([C:7]2[C:15]3[O:14][CH2:13][C@@H:12]([NH:16][C:17]4[CH:29]=[CH:28][C:20]5[C@H:21]([CH2:24][C:25]([O-:27])=[O:26])[CH2:22][O:23][C:19]=5[CH:18]=4)[C:11]=3[CH:10]=[CH:9][CH:8]=2)[C:5]2[CH:30]=[CH:31][CH:32]=[CH:33][C:4]=2[N:3]=1.[Na+:35]. The catalyst class is: 6.